This data is from Forward reaction prediction with 1.9M reactions from USPTO patents (1976-2016). The task is: Predict the product of the given reaction. (1) Given the reactants [CH3:1][O:2][C:3]1[CH:4]=[C:5]([CH:7]=[C:8]([O:10]C)[CH:9]=1)[NH2:6].Cl.N1C=CC=CC=1.C([O-])(O)=O.[Na+], predict the reaction product. The product is: [NH2:6][C:5]1[CH:7]=[C:8]([OH:10])[CH:9]=[C:3]([O:2][CH3:1])[CH:4]=1. (2) Given the reactants [CH3:1][O:2][C:3]1[CH:12]=[CH:11][C:6]2[N:7]=[C:8]([NH2:10])[S:9][C:5]=2[CH:4]=1.Cl.[C:14]([Cl:22])(=[O:21])[C:15]1[CH:20]=[CH:19][CH:18]=[N:17][CH:16]=1, predict the reaction product. The product is: [ClH:22].[CH3:1][O:2][C:3]1[CH:12]=[CH:11][C:6]2[N:7]=[C:8]([NH:10][C:14](=[O:21])[C:15]3[CH:20]=[CH:19][CH:18]=[N:17][CH:16]=3)[S:9][C:5]=2[CH:4]=1. (3) Given the reactants [CH3:1][O:2][C:3]([C@H:5]1[CH2:10][CH2:9][C@H:8]([CH2:11][OH:12])[CH2:7][CH2:6]1)=[O:4].CCN(CC)CC.S(=O)(=O)=O.N1C=CC=CC=1, predict the reaction product. The product is: [CH3:1][O:2][C:3]([CH:5]1[CH2:10][CH2:9][CH:8]([CH:11]=[O:12])[CH2:7][CH2:6]1)=[O:4]. (4) Given the reactants [F:1][C:2]([F:19])([F:18])[C:3]([NH:5][C@H:6]1[CH2:15][CH2:14][C:13]2[C:8](=[C:9]([O:16][CH3:17])[CH:10]=[CH:11][CH:12]=2)[CH2:7]1)=[O:4].C([O-])(=O)C.[Na+].[Br:25]Br, predict the reaction product. The product is: [Br:25][C:12]1[CH:11]=[CH:10][C:9]([O:16][CH3:17])=[C:8]2[C:13]=1[CH2:14][CH2:15][C@H:6]([NH:5][C:3](=[O:4])[C:2]([F:18])([F:19])[F:1])[CH2:7]2. (5) The product is: [NH2:2][CH2:1][C:3]1[CH:4]=[CH:5][C:6]([C:9]2[N:13]([C:14]3[CH:15]=[CH:16][CH:17]=[CH:18][CH:19]=3)[N:12]=[C:11]([C:20]([N:22]3[CH2:23][CH2:24][C:25]([F:28])([F:29])[CH2:26][CH2:27]3)=[O:21])[CH:10]=2)=[N:7][CH:8]=1. Given the reactants [C:1]([C:3]1[CH:4]=[CH:5][C:6]([C:9]2[N:13]([C:14]3[CH:19]=[CH:18][CH:17]=[CH:16][CH:15]=3)[N:12]=[C:11]([C:20]([N:22]3[CH2:27][CH2:26][C:25]([F:29])([F:28])[CH2:24][CH2:23]3)=[O:21])[CH:10]=2)=[N:7][CH:8]=1)#[N:2].[H][H], predict the reaction product.